From a dataset of Full USPTO retrosynthesis dataset with 1.9M reactions from patents (1976-2016). Predict the reactants needed to synthesize the given product. (1) Given the product [C:1]1([CH3:30])[CH:6]=[CH:5][C:4]([C:7]2[N:8]=[C:9]3[CH2:23][CH2:22][CH2:21][N:20]([CH2:24][CH2:25][CH2:26][CH2:27][CH2:28][C:33]4[C:32](=[O:31])[CH2:36][CH2:35][C:34]=4[OH:37])[C:10]3=[N:11][C:12]=2[C:13]2[CH:18]=[CH:17][C:16]([CH3:19])=[CH:15][CH:14]=2)=[CH:3][CH:2]=1, predict the reactants needed to synthesize it. The reactants are: [C:1]1([CH3:30])[CH:6]=[CH:5][C:4]([C:7]2[N:8]=[C:9]3[CH2:23][CH2:22][CH2:21][N:20]([CH2:24][CH2:25][CH2:26][CH2:27][CH:28]=O)[C:10]3=[N:11][C:12]=2[C:13]2[CH:18]=[CH:17][C:16]([CH3:19])=[CH:15][CH:14]=2)=[CH:3][CH:2]=1.[OH:31][C:32]1[CH2:36][CH2:35][C:34](=[O:37])[CH:33]=1.CC1NC(C)=C(C(OCC)=O)CC=1C(OCC)=O.N1CCC[C@H]1C(O)=O. (2) The reactants are: [OH:1][C:2]1[C:11]2[C:10]([CH3:13])([CH3:12])[CH2:9][CH2:8][C:7]([CH3:15])([CH3:14])[C:6]=2[CH:5]=[C:4]([Se:16][C:17]#[C:18][C:19]2[CH:28]=[CH:27][C:22]([C:23]([O:25][CH3:26])=[O:24])=[CH:21][CH:20]=2)[CH:3]=1.[C:29](=O)([O-])[O-].[K+].[K+].BrC[C:37]1[CH:46]=[CH:45][C:44]2[C:39](=[CH:40][CH:41]=[CH:42][CH:43]=2)[CH:38]=1. Given the product [CH3:26][O:25][C:23](=[O:24])[C:22]1[CH:27]=[CH:28][C:19]([C:18]#[C:17][Se:16][C:4]2[CH:3]=[C:2]([O:1][CH2:29][C:40]3[C:39]4[C:44](=[CH:45][CH:46]=[CH:37][CH:38]=4)[CH:43]=[CH:42][CH:41]=3)[C:11]3[C:10]([CH3:12])([CH3:13])[CH2:9][CH2:8][C:7]([CH3:14])([CH3:15])[C:6]=3[CH:5]=2)=[CH:20][CH:21]=1, predict the reactants needed to synthesize it. (3) Given the product [Cl:1][C:2]1[CH:7]=[CH:6][C:5]([C:8]2[C:17]([C:18]([O:20][CH2:21][CH3:22])=[O:19])=[C:16]([C:15]([F:23])([F:24])[F:14])[S:10][N:9]=2)=[CH:4][CH:3]=1, predict the reactants needed to synthesize it. The reactants are: [Cl:1][C:2]1[CH:7]=[CH:6][C:5]([C:8]2OC(=O)[S:10][N:9]=2)=[CH:4][CH:3]=1.[F:14][C:15]([F:24])([F:23])[C:16]#[C:17][C:18]([O:20][CH2:21][CH3:22])=[O:19].